Dataset: Full USPTO retrosynthesis dataset with 1.9M reactions from patents (1976-2016). Task: Predict the reactants needed to synthesize the given product. (1) The reactants are: [C:1]([O:7][CH2:8][CH3:9])(=[O:6])[CH2:2][C:3]([CH3:5])=[O:4].[CH2:10]([O:12][C:13](OCC)=[CH2:14])[CH3:11].CCO. Given the product [C:3]([C:2](=[C:10]([O:12][CH2:13][CH3:14])[CH3:11])[C:1]([O:7][CH2:8][CH3:9])=[O:6])(=[O:4])[CH3:5], predict the reactants needed to synthesize it. (2) Given the product [C:16]1([CH3:26])[CH:21]=[CH:20][CH:19]=[C:18]([NH:22][C:23]2[N:25]=[C:5]([C:7]3[S:11][C:10]([C:12]([OH:14])=[O:13])=[CH:9][CH:8]=3)[CH:4]=[CH:3][N:24]=2)[CH:17]=1, predict the reactants needed to synthesize it. The reactants are: CN(C)[CH:3]=[CH:4][C:5]([C:7]1[S:11][C:10]([C:12]([OH:14])=[O:13])=[CH:9][CH:8]=1)=O.[C:16]1([CH3:26])[CH:21]=[CH:20][CH:19]=[C:18]([NH:22][C:23]([NH2:25])=[NH:24])[CH:17]=1.[OH-].[Na+]. (3) Given the product [Cl:21][CH2:22][CH2:23][N:12]1[CH:13]=[C:9]([B:4]2[O:5][C:6]([CH3:7])([CH3:8])[C:2]([CH3:14])([CH3:1])[O:3]2)[CH:10]=[N:11]1, predict the reactants needed to synthesize it. The reactants are: [CH3:1][C:2]1([CH3:14])[C:6]([CH3:8])([CH3:7])[O:5][B:4]([C:9]2[CH:10]=[N:11][NH:12][CH:13]=2)[O:3]1.C(=O)([O-])[O-].[Cs+].[Cs+].[Cl:21][CH2:22][CH2:23]Br. (4) Given the product [CH3:25][O:12][C:11](=[O:13])[C@@H:2]([NH:1][C:14]([O:16][CH2:17][C:18]1[CH:23]=[CH:22][CH:21]=[CH:20][CH:19]=1)=[O:15])[CH2:3][C:4]([O:5][C:6]([CH3:9])([CH3:8])[CH3:7])=[O:10], predict the reactants needed to synthesize it. The reactants are: [NH:1]([C:14]([O:16][CH2:17][C:18]1[CH:23]=[CH:22][CH:21]=[CH:20][CH:19]=1)=[O:15])[C@H:2]([C:11]([OH:13])=[O:12])[CH2:3][C:4](=[O:10])[O:5][C:6]([CH3:9])([CH3:8])[CH3:7].O.[C:25]([O-])([O-])=O.[K+].[K+].CI. (5) The reactants are: [C:1]1([S:7]([NH:10][C:11]2[CH:20]=[CH:19][C:18]3[CH2:17][CH2:16][CH2:15][CH2:14][C:13]=3[C:12]=2[C:21]([NH2:23])=O)(=[O:9])=[O:8])[CH:6]=[CH:5][CH:4]=[CH:3][CH:2]=1.P(Cl)(Cl)(Cl)(Cl)Cl.C(=O)([O-])O.[Na+]. Given the product [C:21]([C:12]1[C:13]2[CH2:14][CH2:15][CH2:16][CH2:17][C:18]=2[CH:19]=[CH:20][C:11]=1[NH:10][S:7]([C:1]1[CH:2]=[CH:3][CH:4]=[CH:5][CH:6]=1)(=[O:8])=[O:9])#[N:23], predict the reactants needed to synthesize it.